From a dataset of Forward reaction prediction with 1.9M reactions from USPTO patents (1976-2016). Predict the product of the given reaction. Given the reactants [ClH:1].[N:2]12[CH2:11][CH:6]3[CH2:7][CH:8]([CH2:10][CH:4]([C@H:5]3[NH2:12])[CH2:3]1)[CH2:9]2.[N+:13]([C:16]1[CH:21]=[CH:20][CH:19]=[CH:18][C:17]=1[C:22]1[O:26][C:25]([C:27](O)=[O:28])=[CH:24][CH:23]=1)([O-:15])=[O:14].N, predict the reaction product. The product is: [ClH:1].[N:2]12[CH2:11][CH:6]3[CH2:7][CH:8]([CH2:10][CH:4]([C@H:5]3[NH:12][C:27]([C:25]3[O:26][C:22]([C:17]4[CH:18]=[CH:19][CH:20]=[CH:21][C:16]=4[N+:13]([O-:15])=[O:14])=[CH:23][CH:24]=3)=[O:28])[CH2:3]1)[CH2:9]2.